Dataset: Reaction yield outcomes from USPTO patents with 853,638 reactions. Task: Predict the reaction yield, written as a fraction of the theoretical maximum amount of product (1.0 means a 100% yield; for example, 0.34 means a 34% yield). (1) The catalyst is C(#N)CC.CC([O-])=O.CC([O-])=O.[Pd+2]. The product is [C:1]([O:5][C:6]([N:8]1[CH2:13][CH2:12][O:11][C:10]2[CH:14]=[C:15](/[CH:21]=[CH:20]/[C:19]([OH:23])=[O:22])[CH:16]=[N:17][C:9]1=2)=[O:7])([CH3:4])([CH3:3])[CH3:2]. The yield is 0.730. The reactants are [C:1]([O:5][C:6]([N:8]1[CH2:13][CH2:12][O:11][C:10]2[CH:14]=[C:15](Br)[CH:16]=[N:17][C:9]1=2)=[O:7])([CH3:4])([CH3:3])[CH3:2].[C:19]([O:23]CC1C=CC=CC=1)(=[O:22])[CH:20]=[CH2:21].CC1C=CC=CC=1P(C1C=CC=CC=1C)C1C=CC=CC=1C.CCN(C(C)C)C(C)C.N#N. (2) The reactants are [CH2:1]([CH:5](C(O)=O)[C:6]([OH:8])=[O:7])[CH2:2][CH2:3][CH3:4].[F:12][C:13]1[CH:20]=[CH:19][C:16]([CH:17]=O)=[CH:15][C:14]=1[CH3:21].N1CCCCC1.Cl. The catalyst is N1C=CC=CC=1. The product is [F:12][C:13]1[CH:20]=[CH:19][C:16]([CH:17]=[C:5]([CH2:1][CH2:2][CH2:3][CH3:4])[C:6]([OH:8])=[O:7])=[CH:15][C:14]=1[CH3:21]. The yield is 0.800. (3) The reactants are [CH3:1][C:2]([CH3:13])([O:4][C:5]([NH:7][C@@H:8]([CH3:12])[C:9]([OH:11])=O)=[O:6])[CH3:3].C(N1C=CN=C1)(N1C=CN=C1)=O.[NH2:26][C@@H:27]([CH:41]([CH3:43])[CH3:42])[CH2:28][NH:29][C:30]([C:32]1[O:33][C:34]2[CH:40]=[CH:39][CH:38]=[CH:37][C:35]=2[CH:36]=1)=[O:31]. The catalyst is ClCCl. The product is [O:33]1[C:34]2[CH:40]=[CH:39][CH:38]=[CH:37][C:35]=2[CH:36]=[C:32]1[C:30]([NH:29][CH2:28][C@@H:27]([NH:26][C:9](=[O:11])[C@@H:8]([NH:7][C:5]([O:4][C:2]([CH3:1])([CH3:3])[CH3:13])=[O:6])[CH3:12])[CH:41]([CH3:42])[CH3:43])=[O:31]. The yield is 0.700. (4) The product is [O:1]=[C:2]([C:18]1[CH:17]=[C:16]([F:15])[C:21]([F:22])=[C:20]([F:23])[CH:19]=1)[CH2:7][CH2:6][CH2:5][CH2:4][NH:3][C:8](=[O:9])[O:10][C:11]([CH3:14])([CH3:13])[CH3:12]. The yield is 0.360. The catalyst is O1CCCC1. The reactants are [O:1]=[C:2]1[CH2:7][CH2:6][CH2:5][CH2:4][N:3]1[C:8]([O:10][C:11]([CH3:14])([CH3:13])[CH3:12])=[O:9].[F:15][C:16]1[CH:17]=[C:18]([Mg]Br)[CH:19]=[C:20]([F:23])[C:21]=1[F:22].Cl. (5) The reactants are [F:1][C:2]1([CH2:9][OH:10])[CH2:7][CH:6]2[O:8][CH:3]1[CH2:4][CH2:5]2.N1C=CC=CC=1.[S:17](Cl)([C:20]1[CH:26]=[CH:25][C:23]([CH3:24])=[CH:22][CH:21]=1)(=[O:19])=[O:18]. The catalyst is C(Cl)Cl.C([O-])(O)=O.[Na+]. The product is [CH3:24][C:23]1[CH:25]=[CH:26][C:20]([S:17]([O:10][CH2:9][C@:2]2([F:1])[CH2:7][C@H:6]3[O:8][C@@H:3]2[CH2:4][CH2:5]3)(=[O:19])=[O:18])=[CH:21][CH:22]=1. The yield is 0.304. (6) The reactants are [CH3:1][CH:2]([OH:4])[CH3:3].C(N(CC)CC)C.[F:12][C:13]1[C:14]([C:22](F)=[O:23])=[N:15][C:16]([F:21])=[C:17]([F:20])[C:18]=1[F:19]. No catalyst specified. The product is [F:12][C:13]1[C:14]([C:22]([O:4][CH:2]([CH3:3])[CH3:1])=[O:23])=[N:15][C:16]([F:21])=[C:17]([F:20])[C:18]=1[F:19]. The yield is 0.790. (7) The reactants are [OH:1][C:2]1[CH:3]=[C:4]([NH:8][S:9]([C:12]2[CH:24]=[CH:23][C:22]3[C:21]4[C:16](=[CH:17][C:18]([S:25]([NH:28][C:29]5[CH:34]=[CH:33][CH:32]=[C:31]([OH:35])[CH:30]=5)(=[O:27])=[O:26])=[CH:19][CH:20]=4)[C:15](=[N:36][NH:37]C(OC(C)(C)C)=O)[C:14]=3[CH:13]=2)(=[O:11])=[O:10])[CH:5]=[CH:6][CH:7]=1.C1(C)C=CC(S(O)(=O)=O)=CC=1. The catalyst is C(O)C. The product is [N:36](=[C:15]1[C:14]2[CH:13]=[C:12]([S:9]([NH:8][C:4]3[CH:5]=[CH:6][CH:7]=[C:2]([OH:1])[CH:3]=3)(=[O:10])=[O:11])[CH:24]=[CH:23][C:22]=2[C:21]2[C:16]1=[CH:17][C:18]([S:25]([NH:28][C:29]1[CH:34]=[CH:33][CH:32]=[C:31]([OH:35])[CH:30]=1)(=[O:27])=[O:26])=[CH:19][CH:20]=2)[NH2:37]. The yield is 0.200. (8) The reactants are [CH3:1][N:2](C=O)C.[Br:6][C:7]1[CH:15]=[C:14]([F:16])[CH:13]=[C:12]([N:17]2[CH2:28][CH2:27][N:26]3[C:19](=[CH:20][C:21]4[CH2:22][C:23]([CH3:30])([CH3:29])[CH2:24][C:25]=43)[C:18]2=[O:31])[C:8]=1[C:9]([OH:11])=O.CN(C(ON1N=NC2C=CC=NC1=2)=[N+](C)C)C.F[P-](F)(F)(F)(F)F.CN.Cl. The catalyst is CN(C1C=CN=CC=1)C.C(N(CC)CC)C. The product is [Br:6][C:7]1[CH:15]=[C:14]([F:16])[CH:13]=[C:12]([N:17]2[CH2:28][CH2:27][N:26]3[C:19](=[CH:20][C:21]4[CH2:22][C:23]([CH3:30])([CH3:29])[CH2:24][C:25]=43)[C:18]2=[O:31])[C:8]=1[C:9]([NH:2][CH3:1])=[O:11]. The yield is 0.700. (9) The reactants are [OH:1][CH2:2][C:3]1[CH:8]=[CH:7][C:6]([C:9]2[O:10][CH:11]=[C:12]([C:14]([O:16]CC)=[O:15])[N:13]=2)=[CH:5][CH:4]=1.CO.C1COCC1.[Li+].[OH-]. The catalyst is O. The product is [OH:1][CH2:2][C:3]1[CH:4]=[CH:5][C:6]([C:9]2[O:10][CH:11]=[C:12]([C:14]([OH:16])=[O:15])[N:13]=2)=[CH:7][CH:8]=1. The yield is 0.910. (10) The reactants are [Cl:1][C:2]1[CH:3]=[C:4]([NH:16][C:17]2[C:18]3[C:25]4[CH:26]=[CH:27][C:28]([CH2:30][CH2:31][OH:32])=[CH:29][C:24]=4[S:23][C:19]=3[N:20]=[CH:21][N:22]=2)[CH:5]=[CH:6][C:7]=1[O:8][CH2:9][C:10]1[CH:15]=[CH:14][CH:13]=[CH:12][N:11]=1.Cl[S:34]([NH2:37])(=[O:36])=[O:35]. The catalyst is CN(C)C(=O)C. The product is [S:34](=[O:36])(=[O:35])([O:32][CH2:31][CH2:30][C:28]1[CH:27]=[CH:26][C:25]2[C:18]3[C:17]([NH:16][C:4]4[CH:5]=[CH:6][C:7]([O:8][CH2:9][C:10]5[CH:15]=[CH:14][CH:13]=[CH:12][N:11]=5)=[C:2]([Cl:1])[CH:3]=4)=[N:22][CH:21]=[N:20][C:19]=3[S:23][C:24]=2[CH:29]=1)[NH2:37]. The yield is 0.430.